The task is: Predict the product of the given reaction.. This data is from Forward reaction prediction with 1.9M reactions from USPTO patents (1976-2016). (1) Given the reactants C[N:2]([CH:4]=[O:5])C.[N:6]1[CH:7]=[N:8][N:9]2[CH:14]=[C:13]([C:15]3[O:16][C:17]4([CH2:32][CH2:31][CH:30]([CH2:33]C(O)=O)[CH2:29][CH2:28]4)[C:18](=[O:27])[C:19]=3[C:20]3[CH:21]=[C:22]([CH3:26])[CH:23]=[CH:24][CH:25]=3)[CH:12]=[CH:11][C:10]=12.C(Cl)(C(Cl)=O)=O, predict the reaction product. The product is: [N:6]1[CH:7]=[N:8][N:9]2[CH:14]=[C:13]([C:15]3[O:16][C:17]4([CH2:32][CH2:31][C:30](=[CH:33][C:4]([NH2:2])=[O:5])[CH2:29][CH2:28]4)[C:18](=[O:27])[C:19]=3[C:20]3[CH:21]=[C:22]([CH3:26])[CH:23]=[CH:24][CH:25]=3)[CH:12]=[CH:11][C:10]=12. (2) The product is: [Br:1][CH2:9][C:10]1[CH:15]=[CH:14][C:13]([N+:16]([O-:18])=[O:17])=[CH:12][CH:11]=1. Given the reactants [Br:1]N1C(=O)CCC1=O.[CH3:9][C:10]1[CH:15]=[CH:14][C:13]([N+:16]([O-:18])=[O:17])=[CH:12][CH:11]=1.C(OOC(=O)C1C=CC=CC=1)(=O)C1C=CC=CC=1, predict the reaction product. (3) Given the reactants Cl[C:2]1[CH:7]=[CH:6][C:5]([O:8][CH2:9][CH2:10][CH2:11][CH2:12][CH2:13][CH2:14][CH2:15][CH3:16])=[CH:4][N:3]=1.[NH2:17][CH:18]1[CH2:23][CH2:22][CH2:21][N:20]([C:24]([O:26][C:27]([CH3:30])([CH3:29])[CH3:28])=[O:25])[CH2:19]1.CC([O-])(C)C.[Na+].C1(P(C2CCCCC2)C2C=CC=CC=2C2C(N(C)C)=CC=CC=2)CCCCC1, predict the reaction product. The product is: [CH2:9]([O:8][C:5]1[CH:6]=[CH:7][C:2]([NH:17][CH:18]2[CH2:23][CH2:22][CH2:21][N:20]([C:24]([O:26][C:27]([CH3:30])([CH3:29])[CH3:28])=[O:25])[CH2:19]2)=[N:3][CH:4]=1)[CH2:10][CH2:11][CH2:12][CH2:13][CH2:14][CH2:15][CH3:16]. (4) Given the reactants N1[C:9]2[C:4](=[CH:5][C:6](/[CH:10]=[C:11]3/[C:12](=[O:20])[NH:13][C:14]4[C:19]/3=[CH:18][CH:17]=[CH:16][CH:15]=4)=[CH:7][CH:8]=2)C=N1.N1C2C(=CC=CC=2)CC1=O.[NH:31]1[C:39]2C(=CC=C(C=O)C=2)C=[N:32]1, predict the reaction product. The product is: [NH:32]1[C:4]2[C:9](=[CH:8][CH:7]=[C:6](/[CH:10]=[C:11]3/[C:12](=[O:20])[NH:13][C:14]4[C:19]/3=[CH:18][CH:17]=[CH:16][CH:15]=4)[CH:5]=2)[CH:39]=[N:31]1. (5) Given the reactants [NH2:1][C:2]1[CH:3]=[CH:4][C:5]2[N:10]([CH2:11][CH2:12][N:13]([CH3:22])[CH2:14][C:15]([O:17][C:18]([CH3:21])([CH3:20])[CH3:19])=[O:16])[CH2:9][CH2:8][S:7][C:6]=2[CH:23]=1.I.[S:25]1[CH:29]=[CH:28][CH:27]=[C:26]1[C:30](SC)=[NH:31].N, predict the reaction product. The product is: [CH3:22][N:13]([CH2:12][CH2:11][N:10]1[CH2:9][CH2:8][S:7][C:6]2[CH:23]=[C:2]([NH:1][C:30]([C:26]3[S:25][CH:29]=[CH:28][CH:27]=3)=[NH:31])[CH:3]=[CH:4][C:5]1=2)[CH2:14][C:15]([O:17][C:18]([CH3:19])([CH3:20])[CH3:21])=[O:16]. (6) Given the reactants [OH:1][C:2]1[C:14]2[O:13][C:9]3([CH2:12][CH2:11][CH2:10]3)[CH2:8][C:7](=[O:15])[C:6]=2[CH:5]=[CH:4][CH:3]=1.Cl[CH:17]([F:19])[F:18].C(=O)([O-])[O-].[K+].[K+], predict the reaction product. The product is: [F:18][CH:17]([F:19])[O:1][C:2]1[C:14]2[O:13][C:9]3([CH2:10][CH2:11][CH2:12]3)[CH2:8][C:7](=[O:15])[C:6]=2[CH:5]=[CH:4][CH:3]=1.